This data is from Full USPTO retrosynthesis dataset with 1.9M reactions from patents (1976-2016). The task is: Predict the reactants needed to synthesize the given product. (1) The reactants are: Br[C:2]1[CH:3]=[C:4]([C:16]([NH:18][CH2:19][C:20]2[C:21](=[O:28])[NH:22][C:23]([CH3:27])=[CH:24][C:25]=2[CH3:26])=[O:17])[C:5]2[CH:6]=[N:7][N:8]([CH:11]3[CH2:15][CH2:14][CH2:13][CH2:12]3)[C:9]=2[CH:10]=1.[CH:29]([C:31]1[O:35][C:34](B(O)O)=[CH:33][CH:32]=1)=[O:30].C([O-])([O-])=O.[Cs+].[Cs+]. Given the product [CH:11]1([N:8]2[C:9]3[CH:10]=[C:2]([C:34]4[O:35][C:31]([CH:29]=[O:30])=[CH:32][CH:33]=4)[CH:3]=[C:4]([C:16]([NH:18][CH2:19][C:20]4[C:21](=[O:28])[NH:22][C:23]([CH3:27])=[CH:24][C:25]=4[CH3:26])=[O:17])[C:5]=3[CH:6]=[N:7]2)[CH2:15][CH2:14][CH2:13][CH2:12]1, predict the reactants needed to synthesize it. (2) Given the product [N:23]1[CH:24]=[CH:25][CH:26]=[CH:27][C:22]=1[C@@H:20]([NH:21][C:15]([C:7]1[CH:6]=[N:5][C:4]([CH:1]2[CH2:2][CH2:3]2)=[C:9]([O:10][CH2:11][CH:12]2[CH2:13][CH2:14]2)[N:8]=1)=[O:17])[CH3:19], predict the reactants needed to synthesize it. The reactants are: [CH:1]1([C:4]2[N:5]=[CH:6][C:7]([C:15]([OH:17])=O)=[N:8][C:9]=2[O:10][CH2:11][CH:12]2[CH2:14][CH2:13]2)[CH2:3][CH2:2]1.Cl.[CH3:19][C@@H:20]([C:22]1[CH:27]=[CH:26][CH:25]=[CH:24][N:23]=1)[NH2:21]. (3) Given the product [F:24][CH:2]([F:1])[C:3]1[NH:14][C:6]2=[N:7][CH:8]=[CH:9][C:10]([C:26]3[N:31]=[CH:30][C:29]([S:32]([N:35]([CH:37]4[CH2:38][CH2:39][S:40](=[O:43])(=[O:44])[CH2:41][CH2:42]4)[CH3:36])(=[O:33])=[O:34])=[CH:28][CH:27]=3)=[C:5]2[CH:4]=1, predict the reactants needed to synthesize it. The reactants are: [F:1][CH:2]([F:24])[C:3]1[N:14](S(C2C=CC=CC=2)(=O)=O)[C:6]2=[N:7][CH:8]=[CH:9][C:10](B(O)O)=[C:5]2[CH:4]=1.Cl[C:26]1[N:31]=[CH:30][C:29]([S:32]([N:35]([CH:37]2[CH2:42][CH2:41][S:40](=[O:44])(=[O:43])[CH2:39][CH2:38]2)[CH3:36])(=[O:34])=[O:33])=[CH:28][CH:27]=1.C(=O)(O)[O-].[Na+].CCCC[N+](CCCC)(CCCC)CCCC.[F-]. (4) Given the product [CH3:16][S:17]([O-:20])(=[O:19])=[O:18].[C:1]1([NH:7][C:8]2[CH:13]=[C:12]([CH3:14])[N+:11]([CH3:16])=[C:10]([NH2:15])[N:9]=2)[CH:2]=[CH:3][CH:4]=[CH:5][CH:6]=1, predict the reactants needed to synthesize it. The reactants are: [C:1]1([NH:7][C:8]2[CH:13]=[C:12]([CH3:14])[N:11]=[C:10]([NH2:15])[N:9]=2)[CH:6]=[CH:5][CH:4]=[CH:3][CH:2]=1.[CH3:16][S:17]([O:20]C)(=[O:19])=[O:18]. (5) Given the product [F:1][C:2]1[CH:7]=[CH:6][C:5]([NH:8][C:13]2[CH:20]=[CH:19][C:18]([CH3:21])=[CH:17][C:14]=2[C:15]#[N:16])=[C:4]([N+:9]([O-:11])=[O:10])[CH:3]=1, predict the reactants needed to synthesize it. The reactants are: [F:1][C:2]1[CH:7]=[CH:6][C:5]([NH2:8])=[C:4]([N+:9]([O-:11])=[O:10])[CH:3]=1.F[C:13]1[CH:20]=[CH:19][C:18]([CH3:21])=[CH:17][C:14]=1[C:15]#[N:16].O.[OH-].[Li+]. (6) Given the product [F:1][CH:2]1[CH2:7][CH2:6][N:5]([CH2:8][C:9]2[CH:14]=[CH:13][C:12]([C:15]([F:18])([F:16])[F:17])=[CH:11][CH:10]=2)[C@@H:4]([C:19]([NH:21][C@H:22]([C:24]2[CH:25]=[CH:26][C:27]([C:28]([OH:30])=[O:29])=[CH:32][CH:33]=2)[CH3:23])=[O:20])[CH2:3]1, predict the reactants needed to synthesize it. The reactants are: [F:1][CH:2]1[CH2:7][CH2:6][N:5]([CH2:8][C:9]2[CH:14]=[CH:13][C:12]([C:15]([F:18])([F:17])[F:16])=[CH:11][CH:10]=2)[C@@H:4]([C:19]([NH:21][C@H:22]([C:24]2[CH:33]=[CH:32][C:27]([C:28]([O:30]C)=[O:29])=[CH:26][CH:25]=2)[CH3:23])=[O:20])[CH2:3]1.O[Li].O. (7) Given the product [CH3:19][N:18]([CH2:20][CH:21]1[CH2:22][CH2:23][N:24]([C:27]2[CH:32]=[CH:31][C:30]([NH:33]/[CH:14]=[C:5]3\[C:6](=[O:13])[NH:7][C:8](=[O:12])[C:9]4[C:4]\3=[CH:3][C:2]([I:1])=[CH:11][CH:10]=4)=[CH:29][CH:28]=2)[CH2:25][CH2:26]1)[CH3:17], predict the reactants needed to synthesize it. The reactants are: [I:1][C:2]1[CH:3]=[C:4]2[C:9](=[CH:10][CH:11]=1)[C:8](=[O:12])[NH:7][C:6](=[O:13])/[C:5]/2=[CH:14]/OC.[CH3:17][N:18]([CH2:20][CH:21]1[CH2:26][CH2:25][N:24]([C:27]2[CH:32]=[CH:31][C:30]([NH2:33])=[CH:29][CH:28]=2)[CH2:23][CH2:22]1)[CH3:19].FC(F)(F)C(O)=O.C(N(CC)CC)C.